Task: Predict the reactants needed to synthesize the given product.. Dataset: Full USPTO retrosynthesis dataset with 1.9M reactions from patents (1976-2016) (1) Given the product [CH2:6]=[CH:7][C:8](=[CH2:9])[CH3:10].[CH2:2]=[CH:1][CH:3]=[CH2:4], predict the reactants needed to synthesize it. The reactants are: [CH:1]([Li])([CH2:3][CH3:4])[CH3:2].[CH2:6]=[CH:7][C:8](=[CH2:10])[CH3:9].C=CC=C.C=CC1C=CC=CC=1. (2) Given the product [CH:12]1([CH:9]2[O:8][C:6]3[N:7]=[C:2]([C:29]4[CH:30]=[N:31][C:32]([NH2:35])=[N:33][CH:34]=4)[N:3]=[C:4]([N:15]4[CH2:20][CH2:19][O:18][CH2:17][CH2:16]4)[C:5]=3[O:11][CH2:10]2)[CH2:14][CH2:13]1, predict the reactants needed to synthesize it. The reactants are: Cl[C:2]1[N:3]=[C:4]([N:15]2[CH2:20][CH2:19][O:18][CH2:17][CH2:16]2)[C:5]2[O:11][CH2:10][CH:9]([CH:12]3[CH2:14][CH2:13]3)[O:8][C:6]=2[N:7]=1.CC1(C)C(C)(C)OB([C:29]2[CH:30]=[N:31][C:32]([NH2:35])=[N:33][CH:34]=2)O1.C(=O)([O-])[O-].[Na+].[Na+]. (3) Given the product [NH2:1][C:2]1[N:3]=[CH:4][C:5]2[S:10][C:9](=[O:11])[N:8]([C@@H:32]3[O:44][C@H:43]([CH2:45][O:46][C:47](=[O:49])[CH3:48])[C@@H:38]([O:39][C:40](=[O:42])[CH3:41])[C@H:33]3[O:34][C:35](=[O:37])[CH3:36])[C:6]=2[N:7]=1, predict the reactants needed to synthesize it. The reactants are: [NH2:1][C:2]1[N:3]=[CH:4][C:5]2[S:10][C:9](=[O:11])[NH:8][C:6]=2[N:7]=1.C(O)(=O)C.C(O)(=O)C.C(O)(=O)C.C(O)(=O)C.C(O[C@@H:32]1[O:44][C@H:43]([CH2:45][O:46][C:47](=[O:49])[CH3:48])[C@@H:38]([O:39][C:40](=[O:42])[CH3:41])[C@H:33]1[O:34][C:35](=[O:37])[CH3:36])(=O)C.P(O)(OC1C=CC([N+]([O-])=O)=CC=1)(OC1C=CC([N+]([O-])=O)=CC=1)=O.